From a dataset of TCR-epitope binding with 47,182 pairs between 192 epitopes and 23,139 TCRs. Binary Classification. Given a T-cell receptor sequence (or CDR3 region) and an epitope sequence, predict whether binding occurs between them. (1) The epitope is KPLEFGATSAAL. The TCR CDR3 sequence is CASRSRDYYNEQFF. Result: 1 (the TCR binds to the epitope). (2) Result: 0 (the TCR does not bind to the epitope). The TCR CDR3 sequence is CASASQGGPIYNEQFF. The epitope is SFHSLHLLF. (3) Result: 0 (the TCR does not bind to the epitope). The epitope is KEIDRLNEV. The TCR CDR3 sequence is CASSLMTGQNTEAFF. (4) The epitope is IQYIDIGNY. The TCR CDR3 sequence is CASSRTFRSQHF. Result: 0 (the TCR does not bind to the epitope). (5) The epitope is QECVRGTTVL. The TCR CDR3 sequence is CASSPAGGHTDTQYF. Result: 0 (the TCR does not bind to the epitope). (6) The epitope is RQLLFVVEV. The TCR CDR3 sequence is CASSLGLAVNTDTQYF. Result: 1 (the TCR binds to the epitope).